From a dataset of Forward reaction prediction with 1.9M reactions from USPTO patents (1976-2016). Predict the product of the given reaction. (1) Given the reactants C[O:2][C:3]1[CH:15]=[CH:14][C:6]2[C:7]([C:10]([O:12][CH3:13])=[O:11])=[CH:8][O:9][C:5]=2[CH:4]=1.B(Br)(Br)Br, predict the reaction product. The product is: [OH:2][C:3]1[CH:15]=[CH:14][C:6]2[C:7]([C:10]([O:12][CH3:13])=[O:11])=[CH:8][O:9][C:5]=2[CH:4]=1. (2) Given the reactants Br[C:2]1[CH:7]=[CH:6][C:5]([C:8]([F:33])([F:32])[CH2:9][N:10]2[CH2:15][CH2:14][CH:13]([NH:16][C:17]3[N:22]=[CH:21][N:20]=[C:19]4[N:23](C5CCCCO5)[N:24]=[CH:25][C:18]=34)[CH2:12][CH2:11]2)=[CH:4][CH:3]=1.[CH2:34](B(O)O)[CH3:35].P([O-])([O-])([O-])=O.[K+].[K+].[K+], predict the reaction product. The product is: [CH2:34]([C:2]1[CH:3]=[CH:4][C:5]([C:8]([F:32])([F:33])[CH2:9][N:10]2[CH2:15][CH2:14][CH:13]([NH:16][C:17]3[N:22]=[CH:21][N:20]=[C:19]4[NH:23][N:24]=[CH:25][C:18]=34)[CH2:12][CH2:11]2)=[CH:6][CH:7]=1)[CH3:35]. (3) Given the reactants [NH2:1][C:2]1[C:11]2[C:6](=[CH:7][CH:8]=[C:9]([N:12]3[C:17]([Cl:18])=[C:16]([S:19][CH3:20])[C:15](Cl)=[N:14][CH:13]3[NH2:22])[CH:10]=2)[N:5]=C(C)[CH:3]=1.[NH2:24][C:25]1[C:34]2[C:29](=[CH:30][CH:31]=[C:32]([NH2:35])[CH:33]=2)[N:28]=[C:27]([CH3:36])[CH:26]=1.[CH2:37](O)[CH3:38], predict the reaction product. The product is: [NH2:1][C:2]1[C:11]2[C:6](=[CH:7][CH:8]=[C:9]([N:12]3[C:17]([Cl:18])=[C:16]([S:19][CH3:20])[CH:15]([NH2:14])[N:35]([C:32]4[CH:33]=[C:34]5[C:29](=[CH:30][CH:31]=4)[N:28]=[C:27]([CH3:36])[CH:26]=[C:25]5[NH2:24])[CH:13]3[NH2:22])[CH:10]=2)[N:5]=[C:37]([CH3:38])[CH:3]=1. (4) The product is: [Br:1][C:2]1[CH:11]=[CH:10][C:5]2[N:6]=[C:7]([SH:14])[S:8][C:4]=2[CH:3]=1. Given the reactants [Br:1][C:2]1[CH:11]=[CH:10][C:5]2[N:6]=[C:7](Cl)[S:8][C:4]=2[CH:3]=1.NC(N)=[S:14], predict the reaction product. (5) Given the reactants [Br:1][CH2:2][C:3]([C:5]1[CH:10]=[CH:9][CH:8]=[CH:7][CH:6]=1)=O.[NH2:11][NH:12][C:13]([NH2:15])=[S:14].C(O)(=O)C, predict the reaction product. The product is: [Br:1][CH2:2][C:3](=[N:11][NH:12][C:13]([NH2:15])=[S:14])[C:5]1[CH:10]=[CH:9][CH:8]=[CH:7][CH:6]=1. (6) Given the reactants Cl[C:2]1[CH:3]=[CH:4][C:5]2[O:9][C:8]([C:10]3[CH:15]=[CH:14][C:13]([F:16])=[CH:12][CH:11]=3)=[C:7]([C:17]3[NH:18][CH:19]=[CH:20][N:21]=3)[C:6]=2[C:22]=1[F:23].[CH3:24][O:25][C:26]1[CH:43]=[C:42]([CH3:44])[C:41](B2OC(C)(C)C(C)(C)O2)=[CH:40][C:27]=1[C:28]([NH:30][C:31]1([C:34]2[N:39]=[CH:38][CH:37]=[CH:36][N:35]=2)[CH2:33][CH2:32]1)=[O:29].C(=O)([O-])[O-].[Na+].[Na+].C1(P(C2CCCCC2)C2C=CC=CC=2C2C(C(C)C)=CC(C(C)C)=CC=2C(C)C)CCCCC1, predict the reaction product. The product is: [F:23][C:22]1[C:6]2[C:7]([C:17]3[NH:18][CH:19]=[CH:20][N:21]=3)=[C:8]([C:10]3[CH:15]=[CH:14][C:13]([F:16])=[CH:12][CH:11]=3)[O:9][C:5]=2[CH:4]=[CH:3][C:2]=1[C:41]1[C:42]([CH3:44])=[CH:43][C:26]([O:25][CH3:24])=[C:27]([CH:40]=1)[C:28]([NH:30][C:31]1([C:34]2[N:39]=[CH:38][CH:37]=[CH:36][N:35]=2)[CH2:32][CH2:33]1)=[O:29].